This data is from Catalyst prediction with 721,799 reactions and 888 catalyst types from USPTO. The task is: Predict which catalyst facilitates the given reaction. (1) Reactant: [CH:1]([C:3]1[C:21]([OH:22])=[CH:20][CH:19]=[CH:18][C:4]=1[CH2:5][CH2:6][N:7]1[CH2:12][CH2:11][CH:10]([C:13]([O:15]CC)=[O:14])[CH2:9][CH2:8]1)=[O:2].[OH-].[Na+].Cl. Product: [CH:1]([C:3]1[C:21]([OH:22])=[CH:20][CH:19]=[CH:18][C:4]=1[CH2:5][CH2:6][N:7]1[CH2:8][CH2:9][CH:10]([C:13]([OH:15])=[O:14])[CH2:11][CH2:12]1)=[O:2]. The catalyst class is: 1. (2) Reactant: Cl[C:2]1[N:7]2[N:8]=[C:9]([CH3:11])[N:10]=[C:6]2[N:5]=[C:4]([CH2:12][CH3:13])[C:3]=1[CH2:14][CH2:15][CH:16]([CH3:22])[CH2:17][C:18]([CH3:21])([CH3:20])[CH3:19].[NH3:23]. Product: [CH2:12]([C:4]1[C:3]([CH2:14][CH2:15][CH:16]([CH3:22])[CH2:17][C:18]([CH3:21])([CH3:20])[CH3:19])=[C:2]([NH2:23])[N:7]2[N:8]=[C:9]([CH3:11])[N:10]=[C:6]2[N:5]=1)[CH3:13]. The catalyst class is: 12. (3) Reactant: Cl.[NH2:2][CH2:3][CH2:4][C:5]([CH3:10])([CH3:9])[C:6]([OH:8])=[O:7].[Si](Cl)(C)(C)[CH3:12]. Product: [NH2:2][CH2:3][CH2:4][C:5]([CH3:10])([CH3:9])[C:6]([O:8][CH3:12])=[O:7]. The catalyst class is: 5. (4) Reactant: C([BH3-])#[N:2].[Na+].[CH3:5][C:6]1[O:7][C:8]([C:11](=O)[CH2:12][CH3:13])=[CH:9][CH:10]=1.C([O-])(=O)C.[NH4+]. Product: [CH3:5][C:6]1[O:7][C:8]([CH:11]([NH2:2])[CH2:12][CH3:13])=[CH:9][CH:10]=1. The catalyst class is: 5.